From a dataset of Forward reaction prediction with 1.9M reactions from USPTO patents (1976-2016). Predict the product of the given reaction. (1) Given the reactants [N:1]1([C:12]([O:14][CH2:15][C:16]2[CH:21]=[CH:20][CH:19]=[CH:18][CH:17]=2)=[O:13])[CH2:6][CH2:5][CH2:4][CH:3]([C:7]([O:9][CH2:10][CH3:11])=[O:8])[CH2:2]1.[CH3:22]N1C(=O)N(C)CCC1.C[Si]([N-][Si](C)(C)C)(C)C.[Li+].IC, predict the reaction product. The product is: [CH3:22][C:3]1([C:7]([O:9][CH2:10][CH3:11])=[O:8])[CH2:4][CH2:5][CH2:6][N:1]([C:12]([O:14][CH2:15][C:16]2[CH:21]=[CH:20][CH:19]=[CH:18][CH:17]=2)=[O:13])[CH2:2]1. (2) Given the reactants [NH2:1][C:2]1[N:7]=[C:6]([C:8]2[NH:12][C:11]([C:13]3[CH:18]=[C:17]([Cl:19])[CH:16]=[CH:15][C:14]=3[CH3:20])=[C:10]([C:21](O)=[O:22])[CH:9]=2)[C:5]([I:24])=[CH:4][N:3]=1.CC[N:27](C(C)C)C(C)C.CCN=C=NCCCN(C)C.Cl.C1C=CC2N(O)N=NC=2C=1.N.C(=O)([O-])O.[Na+], predict the reaction product. The product is: [NH2:1][C:2]1[N:7]=[C:6]([C:8]2[NH:12][C:11]([C:13]3[CH:18]=[C:17]([Cl:19])[CH:16]=[CH:15][C:14]=3[CH3:20])=[C:10]([C:21]([NH2:27])=[O:22])[CH:9]=2)[C:5]([I:24])=[CH:4][N:3]=1. (3) The product is: [Cl:1][C:2]1[CH:3]=[CH:4][C:5]([C:8]2[C:17](=[O:18])[C:16]3[C:11](=[CH:12][CH:13]=[N:14][C:15]=3[NH:19][CH2:20][C:21]3[CH:22]=[CH:23][CH:24]=[CH:25][CH:26]=3)[N:10]([CH2:30][CH2:31][CH2:32][CH3:33])[CH:9]=2)=[CH:6][CH:7]=1. Given the reactants [Cl:1][C:2]1[CH:7]=[CH:6][C:5]([C:8]2[C:17](=[O:18])[C:16]3[C:11](=[CH:12][CH:13]=[N:14][C:15]=3[NH:19][CH2:20][C:21]3[CH:26]=[CH:25][CH:24]=[CH:23][CH:22]=3)[NH:10][CH:9]=2)=[CH:4][CH:3]=1.IC.I[CH2:30][CH2:31][CH2:32][CH3:33], predict the reaction product. (4) Given the reactants [C:1]([O:5][C:6]([N:8]1[CH:12]([CH3:13])[CH2:11][CH2:10][C:9]1([CH2:17][OH:18])[C:14]([OH:16])=O)=[O:7])([CH3:4])([CH3:3])[CH3:2].C(N(CC)C(C)C)(C)C.[Si:28]([O:35][CH:36]([CH3:45])[CH:37]([C:39]1[N:44]=[CH:43][CH:42]=[CH:41][N:40]=1)[NH2:38])([C:31]([CH3:34])([CH3:33])[CH3:32])([CH3:30])[CH3:29].CCN=C=NCCCN(C)C.Cl.C1C=CC2N(O)N=NC=2C=1, predict the reaction product. The product is: [Si:28]([O:35][CH:36]([CH3:45])[CH:37]([NH:38][C:14]([C:9]1([CH2:17][OH:18])[CH2:10][CH2:11][CH:12]([CH3:13])[N:8]1[C:6]([O:5][C:1]([CH3:2])([CH3:3])[CH3:4])=[O:7])=[O:16])[C:39]1[N:40]=[CH:41][CH:42]=[CH:43][N:44]=1)([C:31]([CH3:34])([CH3:32])[CH3:33])([CH3:30])[CH3:29]. (5) Given the reactants C(=O)([O-])[O-].[K+].[K+].C([O:10][C:11]1[CH:12]=[C:13]([C@:17]2([CH3:37])[CH2:22][CH2:21][N:20]([CH2:23][C@H:24]([CH2:29][C:30]3[CH:35]=[CH:34][CH:33]=[CH:32][CH:31]=3)[C:25]([O:27][CH3:28])=[O:26])[CH2:19][C@@H:18]2[CH3:36])[CH:14]=[CH:15][CH:16]=1)(=O)C.O, predict the reaction product. The product is: [OH:10][C:11]1[CH:12]=[C:13]([C@:17]2([CH3:37])[CH2:22][CH2:21][N:20]([CH2:23][C@H:24]([CH2:29][C:30]3[CH:31]=[CH:32][CH:33]=[CH:34][CH:35]=3)[C:25]([O:27][CH3:28])=[O:26])[CH2:19][C@@H:18]2[CH3:36])[CH:14]=[CH:15][CH:16]=1.